Dataset: Merck oncology drug combination screen with 23,052 pairs across 39 cell lines. Task: Regression. Given two drug SMILES strings and cell line genomic features, predict the synergy score measuring deviation from expected non-interaction effect. (1) Drug 1: CN(C)C(=N)N=C(N)N. Drug 2: Cn1c(=O)n(-c2ccc(C(C)(C)C#N)cc2)c2c3cc(-c4cnc5ccccc5c4)ccc3ncc21. Cell line: RPMI7951. Synergy scores: synergy=19.9. (2) Drug 1: CN1C(=O)C=CC2(C)C3CCC4(C)C(NC(=O)OCC(F)(F)F)CCC4C3CCC12. Drug 2: Nc1ccn(C2OC(CO)C(O)C2(F)F)c(=O)n1. Cell line: VCAP. Synergy scores: synergy=29.7. (3) Drug 1: CN(Cc1cnc2nc(N)nc(N)c2n1)c1ccc(C(=O)NC(CCC(=O)O)C(=O)O)cc1. Drug 2: Cn1cc(-c2cnn3c(N)c(Br)c(C4CCCNC4)nc23)cn1. Cell line: NCIH460. Synergy scores: synergy=-6.47. (4) Drug 2: NC(=O)c1cccc2cn(-c3ccc(C4CCCNC4)cc3)nc12. Synergy scores: synergy=3.82. Cell line: SKMEL30. Drug 1: CN(C)C(=N)N=C(N)N. (5) Drug 1: COC12C(COC(N)=O)C3=C(C(=O)C(C)=C(N)C3=O)N1CC1NC12. Drug 2: CC1(c2nc3c(C(N)=O)cccc3[nH]2)CCCN1. Cell line: A427. Synergy scores: synergy=-2.50.